From a dataset of Full USPTO retrosynthesis dataset with 1.9M reactions from patents (1976-2016). Predict the reactants needed to synthesize the given product. (1) Given the product [N:18]1([C:2]2[C:7]([O:8][CH2:9][CH2:10][O:11][C:12]3[CH:17]=[CH:16][CH:15]=[CH:14][CH:13]=3)=[N:6][CH:5]=[CH:4][N:3]=2)[CH2:24][CH2:23][CH2:22][NH:21][CH2:20][CH2:19]1, predict the reactants needed to synthesize it. The reactants are: Cl[C:2]1[C:7]([O:8][CH2:9][CH2:10][O:11][C:12]2[CH:17]=[CH:16][CH:15]=[CH:14][CH:13]=2)=[N:6][CH:5]=[CH:4][N:3]=1.[NH:18]1[CH2:24][CH2:23][CH2:22][NH:21][CH2:20][CH2:19]1. (2) Given the product [F:24][C:13]1[C:12]([O:25][CH3:26])=[C:11]([C:1]2[CH:6]=[CH:5][CH:4]=[CH:3][CH:2]=2)[CH:16]=[CH:15][C:14]=1[C:17]1[N:18]=[CH:19][C:20]([NH2:23])=[N:21][CH:22]=1, predict the reactants needed to synthesize it. The reactants are: [C:1]1(B(O)O)[CH:6]=[CH:5][CH:4]=[CH:3][CH:2]=1.Br[C:11]1[CH:16]=[CH:15][C:14]([C:17]2[N:18]=[CH:19][C:20]([NH2:23])=[N:21][CH:22]=2)=[C:13]([F:24])[C:12]=1[O:25][CH3:26]. (3) Given the product [C:38]([O:41][C:42]1[CH:47]=[CH:46][C:45](/[CH:48]=[CH:32]/[C:33]([O:35][CH2:36][CH3:37])=[O:34])=[CH:44][C:43]=1[Br:50])(=[O:40])[CH3:39], predict the reactants needed to synthesize it. The reactants are: COC1C=CC(C2OC3C=C(O)C(OC)=C(O)C=3C(=O)C=2OC)=CC=1.[H-].[Na+].P([CH2:32][C:33]([O:35][CH2:36][CH3:37])=[O:34])(O)(O)=O.[C:38]([O:41][C:42]1[CH:47]=[CH:46][C:45]([CH:48]=O)=[CH:44][C:43]=1[Br:50])(=[O:40])[CH3:39]. (4) Given the product [C:13]([NH:1][C@H:2]([C:10]([OH:12])=[O:11])[CH2:3][CH2:4][CH2:5][NH:6][C:7](=[NH:8])[NH2:9])(=[O:25])[CH2:14][CH2:15][CH2:16][CH2:17][CH2:18][CH2:19][CH2:20][CH2:21][CH2:22][CH2:23][CH3:24], predict the reactants needed to synthesize it. The reactants are: [NH2:1][C@H:2]([C:10]([OH:12])=[O:11])[CH2:3][CH2:4][CH2:5][NH:6][C:7](=[NH:9])[NH2:8].[C:13](Cl)(=[O:25])[CH2:14][CH2:15][CH2:16][CH2:17][CH2:18][CH2:19][CH2:20][CH2:21][CH2:22][CH2:23][CH3:24].[OH-].[Na+].S(=O)(=O)(O)O. (5) Given the product [NH2:1][C@H:2]([C:10]([OH:12])=[O:11])[CH2:3][CH2:4][C:5]([OH:6])=[O:14].[CH2:2]([NH2:1])[CH3:3], predict the reactants needed to synthesize it. The reactants are: [NH2:1][C@H:2]([C:10]([OH:12])=[O:11])[CH2:3][CH2:4][C:5](NCC)=[O:6].Cl(O)(=O)=[O:14]. (6) Given the product [C:10]([CH:9]([C:1](=[O:8])[C:2]1[CH:7]=[CH:6][CH:5]=[CH:4][CH:3]=1)[C:15]([NH:14][CH2:12][CH3:13])=[S:16])#[N:11], predict the reactants needed to synthesize it. The reactants are: [C:1]([CH2:9][C:10]#[N:11])(=[O:8])[C:2]1[CH:7]=[CH:6][CH:5]=[CH:4][CH:3]=1.[CH2:12]([N:14]=[C:15]=[S:16])[CH3:13].